This data is from Forward reaction prediction with 1.9M reactions from USPTO patents (1976-2016). The task is: Predict the product of the given reaction. (1) Given the reactants [OH:1][C@@:2]1([C:9]#[C:10][C:11]2[CH:12]=[C:13]([C:17]3[S:18][CH:19]=[C:20]([C:22](OCC)=[O:23])[N:21]=3)[CH:14]=[CH:15][CH:16]=2)[CH2:6][CH2:5][N:4]([CH3:7])[C:3]1=[O:8].[NH3:27], predict the reaction product. The product is: [OH:1][C@@:2]1([C:9]#[C:10][C:11]2[CH:12]=[C:13]([C:17]3[S:18][CH:19]=[C:20]([C:22]([NH2:27])=[O:23])[N:21]=3)[CH:14]=[CH:15][CH:16]=2)[CH2:6][CH2:5][N:4]([CH3:7])[C:3]1=[O:8]. (2) Given the reactants [CH3:1][C:2]1[NH:6][N:5]=[C:4]([C:7]2[CH:12]=[CH:11][N:10]=[CH:9][CH:8]=2)[C:3]=1[C:13]([O:15]CC)=[O:14].[OH-].[Na+].O, predict the reaction product. The product is: [CH3:1][C:2]1[NH:6][N:5]=[C:4]([C:7]2[CH:8]=[CH:9][N:10]=[CH:11][CH:12]=2)[C:3]=1[C:13]([OH:15])=[O:14]. (3) The product is: [CH3:9][S:10]([N:13]1[CH2:18][CH2:17][CH:16]([CH:19]=[CH:20][C:21]([Cl:1])=[O:23])[CH2:15][CH2:14]1)(=[O:12])=[O:11]. Given the reactants [Cl:1]C(N(C)C)=C(C)C.[CH3:9][S:10]([N:13]1[CH2:18][CH2:17][CH:16]([CH:19]=[CH:20][C:21]([OH:23])=O)[CH2:15][CH2:14]1)(=[O:12])=[O:11], predict the reaction product. (4) Given the reactants C(OC[C:6]1[N:14]=[C:13]2[C:9]([NH:10][C:11](=[O:41])[N:12]2[C:15]2[CH:20]=[C:19]([O:21][CH2:22][C:23]3[C:28]([O:29][CH3:30])=[CH:27][CH:26]=[C:25]([F:31])[C:24]=3[F:32])[C:18]([O:33][CH2:34][C:35]([O:37]CC)=[O:36])=[CH:17][C:16]=2[Cl:40])=[C:8]([O:42][CH3:43])[N:7]=1)(=O)C.[OH2:44].[OH-].[Li+].[CH3:47]O.Cl, predict the reaction product. The product is: [C:35]([CH2:34][O:33][C:18]1[C:19]([O:21][CH2:22][C:23]2[C:28]([O:29][CH3:30])=[CH:27][CH:26]=[C:25]([F:31])[C:24]=2[F:32])=[CH:20][C:15]([N:12]2[C:11](=[O:41])[N:10]([CH3:47])[C:9]3[C:13]2=[N:14][C:6]([OH:44])=[N:7][C:8]=3[O:42][CH3:43])=[C:16]([Cl:40])[CH:17]=1)([OH:37])=[O:36]. (5) The product is: [CH3:9][C:12]1[C:21]2[C:16](=[CH:17][C:18]([O:24][CH3:25])=[C:19]([O:22][CH3:23])[CH:20]=2)[CH:15]=[CH:14][N:13]=1. Given the reactants C(OC(=O)C)(=O)C.[Cl-].[CH2:9]([C:12]1[C:21]2[C:16](=[CH:17][C:18]([O:24][CH3:25])=[C:19]([O:22][CH3:23])[CH:20]=2)[CH:15]=[CH:14][N+:13]=1CC1C(F)=CC=CC=1Cl)CC, predict the reaction product.